From a dataset of NCI-60 drug combinations with 297,098 pairs across 59 cell lines. Regression. Given two drug SMILES strings and cell line genomic features, predict the synergy score measuring deviation from expected non-interaction effect. (1) Drug 1: CCN(CC)CCNC(=O)C1=C(NC(=C1C)C=C2C3=C(C=CC(=C3)F)NC2=O)C. Drug 2: CC1C(C(CC(O1)OC2CC(OC(C2O)C)OC3=CC4=CC5=C(C(=O)C(C(C5)C(C(=O)C(C(C)O)O)OC)OC6CC(C(C(O6)C)O)OC7CC(C(C(O7)C)O)OC8CC(C(C(O8)C)O)(C)O)C(=C4C(=C3C)O)O)O)O. Cell line: LOX IMVI. Synergy scores: CSS=61.3, Synergy_ZIP=1.77, Synergy_Bliss=0.254, Synergy_Loewe=-3.05, Synergy_HSA=-2.64. (2) Drug 1: COC1=CC(=CC(=C1O)OC)C2C3C(COC3=O)C(C4=CC5=C(C=C24)OCO5)OC6C(C(C7C(O6)COC(O7)C8=CC=CS8)O)O. Drug 2: CC=C1C(=O)NC(C(=O)OC2CC(=O)NC(C(=O)NC(CSSCCC=C2)C(=O)N1)C(C)C)C(C)C. Cell line: HCC-2998. Synergy scores: CSS=77.6, Synergy_ZIP=-0.741, Synergy_Bliss=-1.93, Synergy_Loewe=-1.06, Synergy_HSA=1.01. (3) Synergy scores: CSS=0.146, Synergy_ZIP=-9.97, Synergy_Bliss=-13.7, Synergy_Loewe=-19.4, Synergy_HSA=-12.5. Drug 1: C1=CC(=CC=C1CCCC(=O)O)N(CCCl)CCCl. Cell line: SNB-75. Drug 2: CC12CCC3C(C1CCC2OP(=O)(O)O)CCC4=C3C=CC(=C4)OC(=O)N(CCCl)CCCl.[Na+].